This data is from Forward reaction prediction with 1.9M reactions from USPTO patents (1976-2016). The task is: Predict the product of the given reaction. (1) Given the reactants [OH-].[Na+].CO.[CH3:5][O:6][C:7]([C:9]1[S:10][C:11]([CH2:14][CH2:15][CH2:16][C@H:17]2[CH2:21][CH2:20][C:19]([Cl:22])=[C:18]2[C:23]2[CH:28]=[CH:27][C:26]([C@H:29]([O:35]C(=O)C3C=CC([N+]([O-])=O)=CC=3)[CH2:30][CH2:31][CH2:32][CH2:33][CH3:34])=[CH:25][CH:24]=2)=[CH:12][CH:13]=1)=[O:8].Cl, predict the reaction product. The product is: [CH3:5][O:6][C:7]([C:9]1[S:10][C:11]([CH2:14][CH2:15][CH2:16][C@H:17]2[CH2:21][CH2:20][C:19]([Cl:22])=[C:18]2[C:23]2[CH:24]=[CH:25][C:26]([C@H:29]([OH:35])[CH2:30][CH2:31][CH2:32][CH2:33][CH3:34])=[CH:27][CH:28]=2)=[CH:12][CH:13]=1)=[O:8]. (2) Given the reactants [OH:1][C:2]1[CH:7]=[CH:6][C:5](B(O)O)=[CH:4][CH:3]=1.Br[C:12]1[CH:17]=[CH:16][C:15]([Br:18])=[CH:14][N:13]=1.C([O-])([O-])=O.[Na+].[Na+].CCO, predict the reaction product. The product is: [Br:18][C:15]1[CH:16]=[CH:17][C:12]([C:5]2[CH:6]=[CH:7][C:2]([OH:1])=[CH:3][CH:4]=2)=[N:13][CH:14]=1. (3) Given the reactants [CH:1]1([N:7]([CH:19]2[CH2:24][CH2:23][CH2:22][CH2:21][CH2:20]2)[C:8]([NH:10][C:11]2[S:12][C:13]([S:16]C#N)=[CH:14][N:15]=2)=[O:9])[CH2:6][CH2:5][CH2:4][CH2:3][CH2:2]1.SC[C@@H]([C@@H](CS)O)O.Cl[CH2:34][CH2:35][C:36]1[NH:40][N:39]=[N:38][N:37]=1, predict the reaction product. The product is: [CH:19]1([N:7]([CH:1]2[CH2:6][CH2:5][CH2:4][CH2:3][CH2:2]2)[C:8]([NH:10][C:11]2[S:12][C:13]([S:16][CH2:34][CH2:35][C:36]3[NH:40][N:39]=[N:38][N:37]=3)=[CH:14][N:15]=2)=[O:9])[CH2:20][CH2:21][CH2:22][CH2:23][CH2:24]1.